Dataset: Reaction yield outcomes from USPTO patents with 853,638 reactions. Task: Predict the reaction yield, written as a fraction of the theoretical maximum amount of product (1.0 means a 100% yield; for example, 0.34 means a 34% yield). The reactants are [C:1]([C:3]1[CH:10]=[CH:9][C:6]([CH2:7][OH:8])=[CH:5][CH:4]=1)#[N:2].[N:11]([C:14]1[CH:23]=[CH:22][CH:21]=[C:20]2[C:15]=1[CH:16]=[CH:17][N:18]=[CH:19]2)=[C:12]=[O:13]. The catalyst is C(OCC)C. The product is [CH:19]1[C:20]2[C:15](=[C:14]([NH:11][C:12](=[O:13])[O:8][CH2:7][C:6]3[CH:9]=[CH:10][C:3]([C:1]#[N:2])=[CH:4][CH:5]=3)[CH:23]=[CH:22][CH:21]=2)[CH:16]=[CH:17][N:18]=1. The yield is 0.440.